Dataset: Full USPTO retrosynthesis dataset with 1.9M reactions from patents (1976-2016). Task: Predict the reactants needed to synthesize the given product. (1) Given the product [CH3:31][C:32]([CH3:38])([CH2:36][O:14][C:13](=[O:15])[C@H:9]([CH:10]([CH3:11])[CH3:12])[NH:8][C:1]([O:3][C:4]([CH3:5])([CH3:7])[CH3:6])=[O:2])[C:33]([OH:35])=[O:34], predict the reactants needed to synthesize it. The reactants are: [C:1]([NH:8][C@H:9]([C:13]([OH:15])=[O:14])[CH:10]([CH3:12])[CH3:11])([O:3][C:4]([CH3:7])([CH3:6])[CH3:5])=[O:2].C1CCC(N=C=NC2CCCCC2)CC1.[CH3:31][C:32]([CH3:38])([CH2:36]O)[C:33]([OH:35])=[O:34].N1C=CC=CC=1. (2) Given the product [CH2:1]([C@H:8]1[N:13]([C:14]([C:16]2[N:17]=[CH:18][N:19]([C@H:27]3[CH2:32][CH2:31][CH2:30][CH2:29][C:28]3([OH:36])[CH2:33][CH:34]=[O:35])[C:20]=2[C:21]2[CH:26]=[CH:25][CH:24]=[CH:23][CH:22]=2)=[O:15])[CH2:12][CH2:11][N:10]([C:37]([O:39][C:40]([CH3:43])([CH3:42])[CH3:41])=[O:38])[CH2:9]1)[C:2]1[CH:7]=[CH:6][CH:5]=[CH:4][CH:3]=1, predict the reactants needed to synthesize it. The reactants are: [CH2:1]([C@H:8]1[N:13]([C:14]([C:16]2[N:17]=[CH:18][N:19]([C@H:27]3[CH2:32][CH2:31][CH2:30][CH2:29][C:28]3([OH:36])[CH2:33][CH2:34][OH:35])[C:20]=2[C:21]2[CH:26]=[CH:25][CH:24]=[CH:23][CH:22]=2)=[O:15])[CH2:12][CH2:11][N:10]([C:37]([O:39][C:40]([CH3:43])([CH3:42])[CH3:41])=[O:38])[CH2:9]1)[C:2]1[CH:7]=[CH:6][CH:5]=[CH:4][CH:3]=1.CC(OI1(OC(C)=O)(OC(C)=O)OC(=O)C2C=CC=CC1=2)=O. (3) Given the product [F:31][C:32]1[CH:33]=[CH:34][C:35]([CH:38]([C:48]2[CH:49]=[CH:50][C:51]([F:54])=[CH:52][CH:53]=2)[C@H:39]([NH:43][C:44]([O:46][CH3:47])=[O:45])[C:40]([NH:1][C@H:2]2[CH2:6][CH2:5][CH2:4][C@@H:3]2[CH2:7][CH2:8][C@@H:9]2[N:14]([S:15]([C:18]3[CH:23]=[CH:22][CH:21]=[CH:20][CH:19]=3)(=[O:17])=[O:16])[CH2:13][CH2:12][N:11]([C:24]([O:26][C:27]([CH3:30])([CH3:29])[CH3:28])=[O:25])[CH2:10]2)=[O:41])=[CH:36][CH:37]=1, predict the reactants needed to synthesize it. The reactants are: [NH2:1][C@H:2]1[CH2:6][CH2:5][CH2:4][C@@H:3]1[CH2:7][CH2:8][C@@H:9]1[N:14]([S:15]([C:18]2[CH:23]=[CH:22][CH:21]=[CH:20][CH:19]=2)(=[O:17])=[O:16])[CH2:13][CH2:12][N:11]([C:24]([O:26][C:27]([CH3:30])([CH3:29])[CH3:28])=[O:25])[CH2:10]1.[F:31][C:32]1[CH:37]=[CH:36][C:35]([CH:38]([C:48]2[CH:53]=[CH:52][C:51]([F:54])=[CH:50][CH:49]=2)[C@H:39]([NH:43][C:44]([O:46][CH3:47])=[O:45])[C:40](O)=[O:41])=[CH:34][CH:33]=1.CCN(C(C)C)C(C)C.CN(C(ON1N=NC2C=CC=NC1=2)=[N+](C)C)C.F[P-](F)(F)(F)(F)F. (4) Given the product [NH2:19][C:18]1[C:9]2[C:8](=[CH:7][C:6]([Br:5])=[CH:11][CH:10]=2)[N:12]=[N:13][C:14]=1[C:15]([NH2:17])=[O:16], predict the reactants needed to synthesize it. The reactants are: [Cl-].[Al+3].[Cl-].[Cl-].[Br:5][C:6]1[CH:7]=[C:8]([N:12]=[N:13][CH:14]([C:18]#[N:19])[C:15]([NH2:17])=[O:16])[CH:9]=[CH:10][CH:11]=1.Cl.